From a dataset of Forward reaction prediction with 1.9M reactions from USPTO patents (1976-2016). Predict the product of the given reaction. Given the reactants [NH2:1][C:2]1[C:15]2[C:6](=[CH:7][C:8]3[C:9]4[C:14]=2[C:13](=[O:16])[N:12]([CH2:17][CH2:18][N:19]([CH3:21])[CH3:20])[C:11](=[O:22])[C:10]=4[CH:23]=[CH:24][CH:25]=3)[CH:5]=[CH:4][CH:3]=1.[CH3:26][O:27][C:28]1[CH:33]=[CH:32][CH:31]=[CH:30][C:29]=1[N:34]=[C:35]=[S:36], predict the reaction product. The product is: [CH3:21][N:19]([CH3:20])[CH2:18][CH2:17][N:12]1[C:11](=[O:22])[C:10]2[CH:23]=[CH:24][CH:25]=[C:8]3[C:9]=2[C:14](=[C:15]2[C:2]([NH:1][C:35]([NH:34][C:29]4[CH:30]=[CH:31][CH:32]=[CH:33][C:28]=4[O:27][CH3:26])=[S:36])=[CH:3][CH:4]=[CH:5][C:6]2=[CH:7]3)[C:13]1=[O:16].